Predict the reaction yield, written as a fraction of the theoretical maximum amount of product (1.0 means a 100% yield; for example, 0.34 means a 34% yield). From a dataset of Reaction yield outcomes from USPTO patents with 853,638 reactions. (1) The reactants are Br[C:2]1[CH:12]=[CH:11][C:5]2[CH2:6][CH2:7][CH2:8][CH2:9][NH:10][C:4]=2[CH:3]=1.[NH:13]1[CH2:18][CH2:17][O:16][CH2:15][CH2:14]1.C(=O)([O-])[O-].[Cs+].[Cs+].C1(P(C2CCCCC2)C2C=CC=CC=2C2C(C(C)C)=CC(C(C)C)=CC=2C(C)C)CCCCC1. The catalyst is C1(C)C=CC=CC=1.C([O-])(=O)C.[Pd+2].C([O-])(=O)C. The product is [O:16]1[CH2:17][CH2:18][N:13]([C:2]2[CH:12]=[CH:11][C:5]3[CH:6]=[CH:7][CH:8]=[CH:9][NH:10][C:4]=3[CH:3]=2)[CH2:14][CH2:15]1. The yield is 0.550. (2) The reactants are [F:1][C:2]([F:28])([C:20]1[CH:25]=[CH:24][C:23]([CH2:26][F:27])=[CH:22][N:21]=1)[CH2:3][N:4]1[CH2:9][CH2:8][CH:7]([NH:10][C:11]2[C:12]3[CH:19]=[CH:18][NH:17][C:13]=3[N:14]=[CH:15][N:16]=2)[CH2:6][CH2:5]1.[ClH:29]. The catalyst is CO. The product is [ClH:29].[F:28][C:2]([F:1])([C:20]1[CH:25]=[CH:24][C:23]([CH2:26][F:27])=[CH:22][N:21]=1)[CH2:3][N:4]1[CH2:9][CH2:8][CH:7]([NH:10][C:11]2[C:12]3[CH:19]=[CH:18][NH:17][C:13]=3[N:14]=[CH:15][N:16]=2)[CH2:6][CH2:5]1. The yield is 1.00.